This data is from Full USPTO retrosynthesis dataset with 1.9M reactions from patents (1976-2016). The task is: Predict the reactants needed to synthesize the given product. (1) Given the product [O:33]1[C:34]2[CH:51]=[CH:50][CH:49]=[CH:48][C:35]=2[NH:36][CH2:37][CH:32]1[CH2:31][O:30][CH:18]1[CH:17]([C:14]2[CH:15]=[CH:16][C:11]([O:10][CH2:9][CH2:8][CH2:7][O:6][CH2:5][C:4]3[CH:52]=[CH:53][CH:54]=[CH:55][C:3]=3[O:2][CH3:1])=[CH:12][CH:13]=2)[CH2:22][CH2:21][N:20]([C:23]([O:25][C:26]([CH3:29])([CH3:28])[CH3:27])=[O:24])[CH2:19]1, predict the reactants needed to synthesize it. The reactants are: [CH3:1][O:2][C:3]1[CH:55]=[CH:54][CH:53]=[CH:52][C:4]=1[CH2:5][O:6][CH2:7][CH2:8][CH2:9][O:10][C:11]1[CH:16]=[CH:15][C:14]([CH:17]2[CH2:22][CH2:21][N:20]([C:23]([O:25][C:26]([CH3:29])([CH3:28])[CH3:27])=[O:24])[CH2:19][CH:18]2[O:30][CH2:31][CH:32]2[CH2:37][N:36](S(C3C=CC(C)=CC=3)(=O)=O)[C:35]3[CH:48]=[CH:49][CH:50]=[CH:51][C:34]=3[O:33]2)=[CH:13][CH:12]=1.[Mg]. (2) Given the product [CH3:18][O:15][C:13]1[CH:12]=[CH:11][C:9]2[S:10][C:6]3[C:4](=[O:5])[NH:3][CH2:2][CH2:1][CH2:17][S:16][C:7]=3[C:8]=2[CH:14]=1, predict the reactants needed to synthesize it. The reactants are: [CH2:1]1[CH2:17][S:16][C:7]2[C:8]3[CH:14]=[C:13]([OH:15])[CH:12]=[CH:11][C:9]=3[S:10][C:6]=2[C:4](=[O:5])[NH:3][CH2:2]1.[C:18]([O-])([O-])=O.[K+].[K+].CI. (3) Given the product [C:23]([C:27]1[CH:28]=[CH:29][C:30](/[C:33](/[C:38]2[CH:43]=[CH:42][C:41]([Cl:44])=[C:40]([O:45][CH3:46])[N:39]=2)=[CH:34]\[C:35]([N:10]2[CH2:9][CH2:8][CH2:7][CH2:12]2)=[O:36])=[CH:31][CH:32]=1)([CH3:24])([CH3:25])[CH3:26], predict the reactants needed to synthesize it. The reactants are: Cl.C(N=C=N[CH2:7][CH2:8][CH2:9][N:10]([CH3:12])C)C.ON1C2C=CC=CC=2N=N1.[C:23]([C:27]1[CH:32]=[CH:31][C:30](/[C:33](/[C:38]2[CH:43]=[CH:42][C:41]([Cl:44])=[C:40]([O:45][CH3:46])[N:39]=2)=[CH:34]\[C:35](O)=[O:36])=[CH:29][CH:28]=1)([CH3:26])([CH3:25])[CH3:24].N1CCCCC1. (4) Given the product [CH2:1]([O:8][C:9]1[CH:10]=[C:32]([NH:29][C:30](=[O:43])[O:61][CH2:54][C:55]2[CH:60]=[CH:59][CH:58]=[CH:57][CH:56]=2)[CH:33]=[CH:13][C:14]=1[CH2:15][C:16]1[CH:17]=[CH:18][C:19]([O:22][CH3:23])=[CH:20][CH:21]=1)[C:2]1[CH:3]=[CH:4][CH:5]=[CH:6][CH:7]=1, predict the reactants needed to synthesize it. The reactants are: [CH2:1]([O:8][C:9]1[CH:10]=C(C([O-])=O)C=[CH:13][C:14]=1[CH2:15][C:16]1[CH:21]=[CH:20][C:19]([O:22][CH3:23])=[CH:18][CH:17]=1)[C:2]1[CH:7]=[CH:6][CH:5]=[CH:4][CH:3]=1.C([N:29]([CH2:32][CH3:33])[CH2:30]C)C.[N-]=[N+]=[N-].C1([O:43]P([O-])(OC2C=CC=CC=2)=O)C=CC=CC=1.[CH2:54]([OH:61])[C:55]1[CH:60]=[CH:59][CH:58]=[CH:57][CH:56]=1.